This data is from Cav3 T-type calcium channel HTS with 100,875 compounds. The task is: Binary Classification. Given a drug SMILES string, predict its activity (active/inactive) in a high-throughput screening assay against a specified biological target. (1) The compound is O(c1c(C2N(NC(=O)c3ccncc3)C(=O)c3c(N2)cccc3)cccc1)Cc1ccccc1. The result is 0 (inactive). (2) The drug is O(C(=O)c1c(NC(=O)CC)nc(nc1C)c1ccccc1)CC. The result is 0 (inactive).